From a dataset of Peptide-MHC class I binding affinity with 185,985 pairs from IEDB/IMGT. Regression. Given a peptide amino acid sequence and an MHC pseudo amino acid sequence, predict their binding affinity value. This is MHC class I binding data. (1) The peptide sequence is FMYITAATI. The MHC is HLA-A02:01 with pseudo-sequence HLA-A02:01. The binding affinity (normalized) is 0.479. (2) The peptide sequence is MTFPVSLEY. The MHC is HLA-B44:02 with pseudo-sequence HLA-B44:02. The binding affinity (normalized) is 0.0847. (3) The peptide sequence is FEKQLGQVM. The MHC is HLA-B40:02 with pseudo-sequence HLA-B40:02. The binding affinity (normalized) is 0.674. (4) The binding affinity (normalized) is 1.00. The peptide sequence is MMHASTSPF. The MHC is HLA-B35:01 with pseudo-sequence HLA-B35:01. (5) The binding affinity (normalized) is 0.0847. The peptide sequence is GSEDRDLLY. The MHC is HLA-B07:02 with pseudo-sequence HLA-B07:02.